This data is from Full USPTO retrosynthesis dataset with 1.9M reactions from patents (1976-2016). The task is: Predict the reactants needed to synthesize the given product. (1) Given the product [CH2:1]([O:8][C:9]([N:11]1[CH2:15][C@H:14]([O:16][CH2:28][C:27]2[CH:30]=[CH:31][C:24]([O:23][CH3:22])=[CH:25][CH:26]=2)[CH2:13][C@H:12]1[C:17]([OH:19])=[O:18])=[O:10])[C:2]1[CH:7]=[CH:6][CH:5]=[CH:4][CH:3]=1, predict the reactants needed to synthesize it. The reactants are: [CH2:1]([O:8][C:9]([N:11]1[CH2:15][C@H:14]([OH:16])[CH2:13][C@@H:12]1[C:17]([OH:19])=[O:18])=[O:10])[C:2]1[CH:7]=[CH:6][CH:5]=[CH:4][CH:3]=1.[H-].[Na+].[CH3:22][O:23][C:24]1[CH:31]=[CH:30][C:27]([CH2:28]Cl)=[CH:26][CH:25]=1. (2) Given the product [N:36]1([S:33]([N:6]([CH2:5][C:4]([OH:46])=[O:3])[CH2:7][C:8]2[CH:13]=[CH:12][C:11]([O:14][CH2:15][CH2:16][C:17]3[N:18]=[C:19]([C:23]4[CH:24]=[CH:25][C:26]([C:29]([F:30])([F:31])[F:32])=[CH:27][CH:28]=4)[O:20][C:21]=3[CH3:22])=[CH:10][CH:9]=2)(=[O:35])=[O:34])[C:45]2[C:40](=[CH:41][CH:42]=[CH:43][CH:44]=2)[CH2:39][CH2:38][CH2:37]1, predict the reactants needed to synthesize it. The reactants are: C([O:3][C:4](=[O:46])[CH2:5][N:6]([S:33]([N:36]1[C:45]2[C:40](=[CH:41][CH:42]=[CH:43][CH:44]=2)[CH2:39][CH2:38][CH2:37]1)(=[O:35])=[O:34])[CH2:7][C:8]1[CH:13]=[CH:12][C:11]([O:14][CH2:15][CH2:16][C:17]2[N:18]=[C:19]([C:23]3[CH:28]=[CH:27][C:26]([C:29]([F:32])([F:31])[F:30])=[CH:25][CH:24]=3)[O:20][C:21]=2[CH3:22])=[CH:10][CH:9]=1)C.O.[OH-].[Li+]. (3) Given the product [Cl:26][C:25]1[CH:24]=[CH:23][C:4]([O:5][CH:6]2[CH2:11][CH2:10][N:9]([S:12]([C:15]3[C:16]([CH3:22])=[N:17][NH:18][C:19]=3[CH3:20])(=[O:14])=[O:13])[CH2:8][CH2:7]2)=[CH:3][C:2]=1[F:39], predict the reactants needed to synthesize it. The reactants are: Cl[C:2]1[CH:3]=[C:4]([CH:23]=[CH:24][C:25]=1[Cl:26])[O:5][CH:6]1[CH2:11][CH2:10][N:9]([S:12]([C:15]2[C:16]([CH3:22])=[N:17][N:18](C)[C:19]=2[CH3:20])(=[O:14])=[O:13])[CH2:8][CH2:7]1.CC1C(S(Cl)(=O)=O)=C(C)NN=1.Cl.[F:39]C(F)(F)OC1C=CC(OC2CCNCC2)=CC=1. (4) Given the product [CH3:33][O:34][C:35](=[O:38])[CH2:36][NH:37][C:8]([C:4]1[CH:3]=[C:2]([I:1])[CH:7]=[CH:6][N:5]=1)=[O:10], predict the reactants needed to synthesize it. The reactants are: [I:1][C:2]1[CH:7]=[CH:6][N:5]=[C:4]([C:8]([OH:10])=O)[CH:3]=1.CN(C)CCCN=C=NCC.ON1C2C=CC=CC=2N=N1.Cl.[CH3:33][O:34][C:35](=[O:38])[CH2:36][NH2:37].